Dataset: Forward reaction prediction with 1.9M reactions from USPTO patents (1976-2016). Task: Predict the product of the given reaction. (1) Given the reactants [Br:1][C:2]1[CH:34]=[CH:33][CH:32]=[C:31]([N+:35]([O-])=O)[C:3]=1[CH2:4][N:5]([C:11]1[CH:16]=[C:15]([S:17]([N:20]2[C:29]3[C:24](=[CH:25][CH:26]=[CH:27][CH:28]=3)[CH2:23][CH2:22][CH2:21]2)(=[O:19])=[O:18])[CH:14]=[CH:13][C:12]=1[Cl:30])[C:6](=[O:10])OCC, predict the reaction product. The product is: [Br:1][C:2]1[CH:34]=[CH:33][CH:32]=[C:31]2[C:3]=1[CH2:4][N:5]([C:11]1[CH:16]=[C:15]([S:17]([N:20]3[C:29]4[C:24](=[CH:25][CH:26]=[CH:27][CH:28]=4)[CH2:23][CH2:22][CH2:21]3)(=[O:19])=[O:18])[CH:14]=[CH:13][C:12]=1[Cl:30])[C:6](=[O:10])[NH:35]2. (2) Given the reactants CN(C(ON1N=[N:16][C:11]2[CH:12]=[CH:13][CH:14]=[N:15][C:10]1=2)=[N+](C)C)C.F[P-](F)(F)(F)(F)F.C1C=NC2N([OH:34])N=NC=2C=1.NC1[C:37]([OH:47])=[C:38]([S:43]([OH:46])(=[O:45])=[O:44])[CH:39]=[C:40]([Cl:42])[CH:41]=1.N1[CH:53]=[CH:52]C=CC=1.[C:54]([OH:60])(C(F)(F)F)=[O:55], predict the reaction product. The product is: [NH2:16][C@H:11]([C:54]([O:60][CH2:52][CH3:53])=[O:55])[CH2:12][CH2:13][C:14]([NH:15][C:10]1[C:37]([OH:47])=[C:38]([S:43]([OH:46])(=[O:44])=[O:45])[CH:39]=[C:40]([Cl:42])[CH:41]=1)=[O:34]. (3) Given the reactants N1C=CN=C1.[C:6]([Si:10]([C:18]1[CH:23]=[CH:22][CH:21]=[CH:20][CH:19]=1)([C:12]1[CH:17]=[CH:16][CH:15]=[CH:14][CH:13]=1)Cl)([CH3:9])([CH3:8])[CH3:7].[CH3:24][O:25][CH:26]([O:37][CH3:38])[C:27]1[N:32]=[C:31]([O:33][CH3:34])[C:30]([CH2:35][OH:36])=[CH:29][CH:28]=1.O, predict the reaction product. The product is: [Si:10]([O:36][CH2:35][C:30]1[C:31]([O:33][CH3:34])=[N:32][C:27]([CH:26]([O:37][CH3:38])[O:25][CH3:24])=[CH:28][CH:29]=1)([C:6]([CH3:9])([CH3:8])[CH3:7])([C:18]1[CH:23]=[CH:22][CH:21]=[CH:20][CH:19]=1)[C:12]1[CH:17]=[CH:16][CH:15]=[CH:14][CH:13]=1. (4) Given the reactants [F:1][C:2]1[CH:3]=[C:4]([C:12]#[C:13][CH2:14][OH:15])[CH:5]=[CH:6][C:7]=1[C:8]([F:11])([F:10])[F:9], predict the reaction product. The product is: [F:1][C:2]1[CH:3]=[C:4]([CH2:12][CH2:13][CH2:14][OH:15])[CH:5]=[CH:6][C:7]=1[C:8]([F:10])([F:11])[F:9]. (5) Given the reactants [CH3:1][CH:2]([CH3:6])[C:3]([OH:5])=[O:4].[CH2:7]([O:11][C:12](=[O:21])[CH2:13][O:14][C:15]([S:17][CH2:18][CH2:19]I)=[O:16])[CH2:8][CH2:9][CH3:10].[CH2:22](OC(=O)COC(SCCI)=O)C, predict the reaction product. The product is: [CH2:7]([O:11][C:12]([CH:13]([O:4][C:3](=[O:5])[C:2]([CH3:22])([CH3:6])[CH3:1])[O:14][C:15]([S:17][CH2:18][CH3:19])=[O:16])=[O:21])[CH2:8][CH2:9][CH3:10].